Dataset: Reaction yield outcomes from USPTO patents with 853,638 reactions. Task: Predict the reaction yield, written as a fraction of the theoretical maximum amount of product (1.0 means a 100% yield; for example, 0.34 means a 34% yield). (1) The reactants are [CH3:1][O:2][C:3]1[CH:4]=[C:5]2[C:10](=[CH:11][C:12]=1[O:13][CH3:14])[N:9]=[CH:8][CH:7]=[C:6]2[O:15][C:16]1[C:22]([CH3:23])=[CH:21][C:19]([NH2:20])=[C:18]([CH3:24])[CH:17]=1.C(N(CC)CC)C.[C:32](Cl)(Cl)=[S:33].[NH2:36][CH2:37][CH2:38][CH2:39][N:40]1[CH2:45][CH2:44][N:43]([CH3:46])[CH2:42][CH2:41]1. The catalyst is CN(C)C=O.C(OCC)(=O)C. The product is [CH3:1][O:2][C:3]1[CH:4]=[C:5]2[C:10](=[CH:11][C:12]=1[O:13][CH3:14])[N:9]=[CH:8][CH:7]=[C:6]2[O:15][C:16]1[C:22]([CH3:23])=[CH:21][C:19]([NH:20][C:32]([NH:36][CH2:37][CH2:38][CH2:39][N:40]2[CH2:41][CH2:42][N:43]([CH3:46])[CH2:44][CH2:45]2)=[S:33])=[C:18]([CH3:24])[CH:17]=1. The yield is 0.240. (2) The reactants are [Li+].[B-](CC)(CC)CC.[CH:9]1[C:21]2[CH:20]([O:22][C:23](=[O:104])[N:24]([CH3:103])[C@@H:25]([CH:100]([CH3:102])[CH3:101])[C:26]([NH:28][C@@H:29]([CH3:99])[C:30]([NH:32][C:33]3[CH:38]=[CH:37][C:36]([C:39]4[CH2:40][CH:41]5[C:47](=O)[N:46](COCC[Si](C)(C)C)[C:45]6[CH:57]=[C:58]([O:63][CH2:64][CH2:65][CH2:66][O:67][C:68]7[C:69]([O:95][CH3:96])=[CH:70][C:71]8[C:77](=[O:78])[N:76]9[CH:79]=[C:80]([CH:82]%10[CH2:84][CH2:83]%10)[CH2:81][CH:75]9[C:74](=O)[N:73](COCC[Si](C)(C)C)[C:72]=8[CH:94]=7)[C:59]([O:61][CH3:62])=[CH:60][C:44]=6[C:43](=[O:97])[N:42]5[CH:98]=4)=[CH:35][CH:34]=3)=[O:31])=[O:27])[C:19]3[C:14](=[CH:15][CH:16]=[CH:17][CH:18]=3)[C:13]=2[CH:12]=[CH:11][CH:10]=1. The catalyst is C1COCC1. The product is [CH:18]1[C:19]2[CH:20]([O:22][C:23](=[O:104])[N:24]([CH3:103])[C@@H:25]([CH:100]([CH3:101])[CH3:102])[C:26]([NH:28][C@@H:29]([CH3:99])[C:30]([NH:32][C:33]3[CH:38]=[CH:37][C:36]([C:39]4[CH2:40][CH:41]5[CH:47]=[N:46][C:45]6[CH:57]=[C:58]([O:63][CH2:64][CH2:65][CH2:66][O:67][C:68]7[C:69]([O:95][CH3:96])=[CH:70][C:71]8[C:77](=[O:78])[N:76]9[CH:79]=[C:80]([CH:82]%10[CH2:84][CH2:83]%10)[CH2:81][CH:75]9[CH:74]=[N:73][C:72]=8[CH:94]=7)[C:59]([O:61][CH3:62])=[CH:60][C:44]=6[C:43](=[O:97])[N:42]5[CH:98]=4)=[CH:35][CH:34]=3)=[O:31])=[O:27])[C:21]3[C:13](=[CH:12][CH:11]=[CH:10][CH:9]=3)[C:14]=2[CH:15]=[CH:16][CH:17]=1. The yield is 0.780. (3) The reactants are Br[C:2]1[N:7]=[C:6]([O:8][CH3:9])[C:5]([NH2:10])=[CH:4][CH:3]=1.[CH3:11][N:12]1[CH:16]=[C:15](B2OC(C)(C)C(C)(C)O2)[C:14]([CH3:26])=[N:13]1.[F-].[Cs+]. The catalyst is COCCOC.CO.C1C=CC([P]([Pd]([P](C2C=CC=CC=2)(C2C=CC=CC=2)C2C=CC=CC=2)([P](C2C=CC=CC=2)(C2C=CC=CC=2)C2C=CC=CC=2)[P](C2C=CC=CC=2)(C2C=CC=CC=2)C2C=CC=CC=2)(C2C=CC=CC=2)C2C=CC=CC=2)=CC=1. The product is [CH3:11][N:12]1[CH:16]=[C:15]([C:2]2[N:7]=[C:6]([O:8][CH3:9])[C:5]([NH2:10])=[CH:4][CH:3]=2)[C:14]([CH3:26])=[N:13]1. The yield is 0.740. (4) The reactants are C(N(CC)CC)C.Cl.[NH2:9][CH2:10][C:11]1[C:20]2[C:15](=[CH:16][CH:17]=[CH:18][CH:19]=2)[C:14](=[O:21])[NH:13][N:12]=1.[C:22](Cl)(=[O:29])[C:23]1[CH:28]=[CH:27][CH:26]=[CH:25][CH:24]=1. The catalyst is CN(C=O)C. The product is [O:21]=[C:14]1[C:15]2[C:20](=[CH:19][CH:18]=[CH:17][CH:16]=2)[C:11]([CH2:10][NH:9][C:22](=[O:29])[C:23]2[CH:28]=[CH:27][CH:26]=[CH:25][CH:24]=2)=[N:12][NH:13]1. The yield is 0.800. (5) The reactants are [O:1]([C:8]1[CH:9]=[C:10]([NH:14][CH2:15][C:16]2[CH:17]=[C:18]([CH:23]=[CH:24][CH:25]=2)[C:19]([O:21][CH3:22])=[O:20])[CH:11]=[CH:12][CH:13]=1)[C:2]1[CH:7]=[CH:6][CH:5]=[CH:4][CH:3]=1.[F:26][C:27]([F:32])([F:31])[CH:28]1[O:30][CH2:29]1.FC(F)(F)S([O-])(=O)=O.[Yb+3].FC(F)(F)S([O-])(=O)=O.FC(F)(F)S([O-])(=O)=O. The catalyst is C(#N)C.O.C(Cl)Cl. The product is [O:1]([C:8]1[CH:9]=[C:10]([N:14]([CH2:15][C:16]2[CH:17]=[C:18]([CH:23]=[CH:24][CH:25]=2)[C:19]([O:21][CH3:22])=[O:20])[CH2:29][CH:28]([OH:30])[C:27]([F:32])([F:31])[F:26])[CH:11]=[CH:12][CH:13]=1)[C:2]1[CH:7]=[CH:6][CH:5]=[CH:4][CH:3]=1. The yield is 0.960. (6) The reactants are C(C1C=CC(C(NC2C=CC(C3C=C4C(CN([C@@H](C(C)C)C(O)=O)C4=O)=CC=3)=NC=2)=O)=CC=1)(C)(C)C.[CH2:37]([O:41][C:42]1[CH:75]=[CH:74][C:45]([C:46]([NH:48][C:49]2[CH:54]=[CH:53][C:52]([C:55]3[CH:63]=[C:62]4[C:58]([CH2:59][N:60]([C@@H:65]([CH:70]([CH3:72])[CH3:71])[C:66]([O:68]C)=[O:67])[C:61]4=[O:64])=[CH:57][CH:56]=3)=[C:51]([CH3:73])[CH:50]=2)=[O:47])=[CH:44][CH:43]=1)[CH2:38][CH2:39][CH3:40]. No catalyst specified. The product is [CH2:37]([O:41][C:42]1[CH:75]=[CH:74][C:45]([C:46]([NH:48][C:49]2[CH:54]=[CH:53][C:52]([C:55]3[CH:63]=[C:62]4[C:58]([CH2:59][N:60]([C@@H:65]([CH:70]([CH3:72])[CH3:71])[C:66]([OH:68])=[O:67])[C:61]4=[O:64])=[CH:57][CH:56]=3)=[C:51]([CH3:73])[CH:50]=2)=[O:47])=[CH:44][CH:43]=1)[CH2:38][CH2:39][CH3:40]. The yield is 0.920.